From a dataset of Forward reaction prediction with 1.9M reactions from USPTO patents (1976-2016). Predict the product of the given reaction. (1) Given the reactants I[C:2]1[CH:6]=[CH:5][S:4][CH:3]=1.[H-].[Li+].[CH2:9]([OH:12])[CH2:10][OH:11], predict the reaction product. The product is: [S:4]1[CH:5]=[CH:6][C:2]([O:11][CH2:10][CH2:9][OH:12])=[CH:3]1. (2) Given the reactants C[C:2]1([CH:13]=[CH:12][C:8]([C:9]([O-:11])=[O:10])=[CH:7][CH:6]1[NH2:14])[C:3]([O-:5])=[O:4].[CH3:15][C:16](=O)[CH2:17][CH2:18][C:19](=O)[CH3:20].[C:23]1(C)C=CC=CC=1, predict the reaction product. The product is: [CH3:15][C:16]1[N:14]([C:6]2[CH:7]=[C:8]([CH:12]=[CH:13][C:2]=2[C:3]([O:5][CH3:23])=[O:4])[C:9]([OH:11])=[O:10])[C:19]([CH3:20])=[CH:18][CH:17]=1. (3) Given the reactants [Cl:1][C:2]1[CH:3]=[C:4]([CH:13]=[CH:14][CH:15]=1)[NH:5][CH2:6][C:7]1[S:11][CH:10]=[N:9][C:8]=1[CH3:12].[I-].[K+].Br[CH2:19][C:20]1[C:29]2[C:24](=[C:25]([F:30])[CH:26]=[CH:27][CH:28]=2)[NH:23][C:22](=[O:31])[CH:21]=1.O, predict the reaction product. The product is: [Cl:1][C:2]1[CH:3]=[C:4]([N:5]([CH2:19][C:20]2[C:29]3[C:24](=[C:25]([F:30])[CH:26]=[CH:27][CH:28]=3)[NH:23][C:22](=[O:31])[CH:21]=2)[CH2:6][C:7]2[S:11][CH:10]=[N:9][C:8]=2[CH3:12])[CH:13]=[CH:14][CH:15]=1. (4) Given the reactants [C:1]([C:3]1[CH:4]=[C:5]([C:13]2[O:17][N:16]=[C:15]([C:18]3[CH:19]=[CH:20][C:21]([CH2:27][CH2:28][C:29]([O:31]CC)=[O:30])=[C:22]4[C:26]=3[NH:25][CH:24]=[CH:23]4)[N:14]=2)[CH:6]=[CH:7][C:8]=1[O:9][CH:10]([CH3:12])[CH3:11])#[N:2].[OH-].[Na+], predict the reaction product. The product is: [C:1]([C:3]1[CH:4]=[C:5]([C:13]2[O:17][N:16]=[C:15]([C:18]3[CH:19]=[CH:20][C:21]([CH2:27][CH2:28][C:29]([OH:31])=[O:30])=[C:22]4[C:26]=3[NH:25][CH:24]=[CH:23]4)[N:14]=2)[CH:6]=[CH:7][C:8]=1[O:9][CH:10]([CH3:12])[CH3:11])#[N:2]. (5) The product is: [CH3:8][C:9]1[S:10][C:11]([CH:3]([C:6]#[N:7])[C:4]#[N:5])=[N:12][N:13]=1. Given the reactants [H-].[Na+].[CH2:3]([C:6]#[N:7])[C:4]#[N:5].[CH3:8][C:9]1[S:10][C:11](S(C)(=O)=O)=[N:12][N:13]=1, predict the reaction product. (6) The product is: [F:21][C:17]1[CH:16]=[C:15]2[C:20]([C:12]([C:10]3[CH:9]=[CH:8][C:6]4[N:7]=[C:3]([CH2:2][N:31]5[CH2:36][CH2:35][NH:34][CH2:33][CH2:32]5)[O:4][C:5]=4[CH:11]=3)=[CH:13][N:14]2[S:22]([C:25]2[CH:30]=[CH:29][CH:28]=[CH:27][CH:26]=2)(=[O:24])=[O:23])=[CH:19][CH:18]=1. Given the reactants Cl[CH2:2][C:3]1[O:4][C:5]2[CH:11]=[C:10]([C:12]3[C:20]4[C:15](=[CH:16][C:17]([F:21])=[CH:18][CH:19]=4)[N:14]([S:22]([C:25]4[CH:30]=[CH:29][CH:28]=[CH:27][CH:26]=4)(=[O:24])=[O:23])[CH:13]=3)[CH:9]=[CH:8][C:6]=2[N:7]=1.[NH:31]1[CH2:36][CH2:35][NH:34][CH2:33][CH2:32]1, predict the reaction product. (7) Given the reactants [F:1][C:2]([F:44])([F:43])[C:3]1[CH:4]=[C:5]([CH:36]=[C:37]([C:39]([F:42])([F:41])[F:40])[CH:38]=1)[C:6]([N:8]1[CH2:13][CH2:12][N:11]([CH2:14][C:15]#[C:16][CH2:17][N:18]2[CH2:23][CH2:22][O:21][C@H:20]([CH2:24][O:25][CH3:26])[CH2:19]2)[CH2:10][C@H:9]1[CH2:27][C:28]1[CH:33]=[CH:32][C:31]([CH3:34])=[C:30]([OH:35])[CH:29]=1)=[O:7], predict the reaction product. The product is: [F:42][C:39]([F:40])([F:41])[C:37]1[CH:36]=[C:5]([CH:4]=[C:3]([C:2]([F:1])([F:43])[F:44])[CH:38]=1)[C:6]([N:8]1[CH2:13][CH2:12][N:11]([CH2:14]/[CH:15]=[CH:16]\[CH2:17][N:18]2[CH2:23][CH2:22][O:21][C@H:20]([CH2:24][O:25][CH3:26])[CH2:19]2)[CH2:10][C@H:9]1[CH2:27][C:28]1[CH:33]=[CH:32][C:31]([CH3:34])=[C:30]([OH:35])[CH:29]=1)=[O:7]. (8) Given the reactants CCOC(C1C(C2C=CC=CC=2Cl)C(C(OC)=O)=C(C)NC=1COCCN)=O.C1C=CC(S(O)(=O)=O)=CC=1.[CH3:39][CH2:40][O:41][C:42]([C@@H:44]([NH:53][C@@H:54]1[C:64](=[O:65])[N:63]([CH2:66][C:67]([OH:69])=[O:68])[C:62]2[CH:61]=[CH:60][CH:59]=[CH:58][C:57]=2[CH2:56][CH2:55]1)[CH2:45][CH2:46][C:47]1[CH:48]=[CH:49][CH:50]=[CH:51][CH:52]=1)=[O:43].Cl, predict the reaction product. The product is: [CH3:39][CH2:40][O:41][C:42]([C@@H:44]([NH:53][C@@H:54]1[C:64](=[O:65])[N:63]([CH2:66][C:67]([OH:69])=[O:68])[C:62]2[CH:61]=[CH:60][CH:59]=[CH:58][C:57]=2[CH2:56][CH2:55]1)[CH2:45][CH2:46][C:47]1[CH:52]=[CH:51][CH:50]=[CH:49][CH:48]=1)=[O:43]. (9) Given the reactants Cl[C:2]1[CH:7]=[CH:6][N:5]=[CH:4][C:3]=1[N+:8]([O-:10])=[O:9].[CH2:11]([NH2:13])[CH3:12], predict the reaction product. The product is: [CH2:11]([NH:13][C:2]1[CH:7]=[CH:6][N:5]=[CH:4][C:3]=1[N+:8]([O-:10])=[O:9])[CH3:12]. (10) Given the reactants Br[C:2]1[C:3]([C:13]#[N:14])=[N:4][C:5]([C:8]2[O:9][CH:10]=[CH:11][CH:12]=2)=[CH:6][N:7]=1.[CH2:15]([O:17][C:18](=[O:21])[CH2:19][SH:20])[CH3:16].C(=O)([O-])[O-].[Na+].[Na+], predict the reaction product. The product is: [NH2:14][C:13]1[C:3]2[C:2](=[N:7][CH:6]=[C:5]([C:8]3[O:9][CH:10]=[CH:11][CH:12]=3)[N:4]=2)[S:20][C:19]=1[C:18]([O:17][CH2:15][CH3:16])=[O:21].